From a dataset of Full USPTO retrosynthesis dataset with 1.9M reactions from patents (1976-2016). Predict the reactants needed to synthesize the given product. Given the product [NH2:12][C:13]1[C:14]2[C:21]([C:22]3[CH:27]=[CH:26][CH:25]=[C:24]([O:28][CH2:29][C:30]45[O:36][C:33]([CH3:37])([CH2:32][CH2:31]4)[CH2:34][CH2:35]5)[CH:23]=3)=[CH:20][N:19]([C@@H:38]3[CH2:39][C@H:40]([CH2:42][O:43][S:7]([C:4]4[CH:5]=[CH:6][C:1]([CH3:11])=[CH:2][CH:3]=4)(=[O:9])=[O:8])[CH2:41]3)[C:15]=2[N:16]=[CH:17][N:18]=1, predict the reactants needed to synthesize it. The reactants are: [C:1]1([CH3:11])[CH:6]=[CH:5][C:4]([S:7](Cl)(=[O:9])=[O:8])=[CH:3][CH:2]=1.[NH2:12][C:13]1[C:14]2[C:21]([C:22]3[CH:27]=[CH:26][CH:25]=[C:24]([O:28][CH2:29][C:30]45[O:36][C:33]([CH3:37])([CH2:34][CH2:35]4)[CH2:32][CH2:31]5)[CH:23]=3)=[CH:20][N:19]([C@@H:38]3[CH2:41][C@H:40]([CH2:42][OH:43])[CH2:39]3)[C:15]=2[N:16]=[CH:17][N:18]=1.